This data is from Forward reaction prediction with 1.9M reactions from USPTO patents (1976-2016). The task is: Predict the product of the given reaction. (1) Given the reactants [Cl:1][C:2]1[CH:7]=[C:6]([Cl:8])[CH:5]=[CH:4][C:3]=1[C:9]1[N:10]2[N:17]=[C:16]([CH3:18])[C:15]([NH:19][C:20](=[O:23])[CH2:21][CH3:22])=[C:11]2[O:12][C:13]=1[CH3:14].[H-].[Na+].I[CH2:27][CH2:28][CH3:29], predict the reaction product. The product is: [Cl:1][C:2]1[CH:7]=[C:6]([Cl:8])[CH:5]=[CH:4][C:3]=1[C:9]1[N:10]2[N:17]=[C:16]([CH3:18])[C:15]([N:19]([CH2:27][CH2:28][CH3:29])[C:20](=[O:23])[CH2:21][CH3:22])=[C:11]2[O:12][C:13]=1[CH3:14]. (2) Given the reactants [CH3:1][NH:2][C:3]1[CH:12]=[CH:11][C:6]([C:7]([O:9][CH3:10])=[O:8])=[CH:5][CH:4]=1.[C:13](Cl)(=[O:22])[CH2:14][CH2:15][C:16]1[CH:21]=[CH:20][CH:19]=[CH:18][CH:17]=1.O.Cl, predict the reaction product. The product is: [CH3:1][N:2]([C:13](=[O:22])[CH2:14][CH2:15][C:16]1[CH:21]=[CH:20][CH:19]=[CH:18][CH:17]=1)[C:3]1[CH:12]=[CH:11][C:6]([C:7]([O:9][CH3:10])=[O:8])=[CH:5][CH:4]=1. (3) Given the reactants [F:1][C:2]([F:12])([F:11])[C:3](=O)[CH2:4][C:5](OCC)=[O:6].C(O)(=O)C.[CH3:17][NH:18][NH2:19].[OH-].[Na+].Cl, predict the reaction product. The product is: [OH:6][C:5]1[N:18]([CH3:17])[N:19]=[C:3]([C:2]([F:12])([F:11])[F:1])[CH:4]=1. (4) Given the reactants [F:1][C:2]1[CH:7]=[CH:6][C:5]([C:8]([C:10]2[N:11]=[C:12](NC3C=C(C)NN=3)[C:13]3[C:14](=[CH:16][S:17][CH:18]=3)[N:15]=2)=[O:9])=[CH:4][CH:3]=1.C[OH:27].[BH4-].[Na+], predict the reaction product. The product is: [F:1][C:2]1[CH:7]=[CH:6][C:5]([C:8]([C:10]2[N:11]=[C:12]([OH:27])[C:13]3[C:14](=[CH:16][S:17][CH:18]=3)[N:15]=2)=[O:9])=[CH:4][CH:3]=1. (5) Given the reactants [CH2:1]([O:8][C:9]1[CH:16]=[CH:15][C:12]([CH2:13][OH:14])=[CH:11][CH:10]=1)[C:2]1[CH:7]=[CH:6][CH:5]=[CH:4][CH:3]=1.[Br:17][C:18]1[CH:23]=[CH:22][C:21]([F:24])=[CH:20][C:19]=1[CH2:25][C:26](O)=[O:27].C(N=C=NC(C)C)(C)C, predict the reaction product. The product is: [Br:17][C:18]1[CH:23]=[CH:22][C:21]([F:24])=[CH:20][C:19]=1[CH2:25][C:26]([O:14][CH2:13][C:12]1[CH:11]=[CH:10][C:9]([O:8][CH2:1][C:2]2[CH:3]=[CH:4][CH:5]=[CH:6][CH:7]=2)=[CH:16][CH:15]=1)=[O:27]. (6) Given the reactants [F:1][C:2]1[CH:3]=[C:4]([CH2:9][C:10]([NH:12][C@H:13]([C:15]([OH:17])=O)[CH3:14])=[O:11])[CH:5]=[C:6]([F:8])[CH:7]=1.[NH2:18][C@@H:19]([CH2:24][C:25]1[S:26][CH:27]=[CH:28][CH:29]=1)[C:20]([O:22][CH3:23])=[O:21], predict the reaction product. The product is: [F:8][C:6]1[CH:5]=[C:4]([CH2:9][C:10]([NH:12][C@H:13]([C:15]([NH:18][C@@H:19]([CH2:24][C:25]2[S:26][CH:27]=[CH:28][CH:29]=2)[C:20]([O:22][CH3:23])=[O:21])=[O:17])[CH3:14])=[O:11])[CH:3]=[C:2]([F:1])[CH:7]=1.